This data is from Cav3 T-type calcium channel HTS with 100,875 compounds. The task is: Binary Classification. Given a drug SMILES string, predict its activity (active/inactive) in a high-throughput screening assay against a specified biological target. (1) The result is 0 (inactive). The drug is s1c(c2oc(c(n2)CS(=O)CC(=O)NCCCC)C)ccc1. (2) The drug is S(CC(=O)N1CCC(CC1)C(=O)Nc1cc2OCOc2cc1)c1ncnc2c1cccc2. The result is 0 (inactive). (3) The compound is o1c2c(n(CC(=O)NCCC)c1=O)cccc2. The result is 0 (inactive).